Dataset: Experimentally validated miRNA-target interactions with 360,000+ pairs, plus equal number of negative samples. Task: Binary Classification. Given a miRNA mature sequence and a target amino acid sequence, predict their likelihood of interaction. (1) The miRNA is hsa-miR-4782-3p with sequence UGAUUGUCUUCAUAUCUAGAAC. The protein sequence of the target gene is MHQQKRQPELVEGNLPVFVFPTELIFYADDQSTHKQVLTLYNPYEFALKFKVLCTTPNKYVVVDAAGAVKPQCCVDIVIRHRDVRSCHYGVIDKFRLQVSEQSQRKALGRKEVVATLLPSAKEQQKEEEEKRLKEHLTESLFFEQSFQPENRAVSSGPSLLTVFLGVVCIAALMLPTLGDVESLVPLYLHLSVNQKLVAAYILGLITMAILRT. Result: 0 (no interaction). (2) The miRNA is hsa-miR-4492 with sequence GGGGCUGGGCGCGCGCC. The protein sequence of the target gene is MGKSLSHLPLHSNKEDGYDGVTSTDNMRNGLVSSEVHNEDGRNGDVSQFPYVEFTGRDSVTCPTCQGTGRIPRGQENQLVALIPYSDQRLRPRRTKLYVMASVFVCLLLSGLAVFFLFPRSIEVKYIGVKSAYVSYDAEKRTIYLNITNTLNITNNNYYSVEVENITAQVQFSKTVIGKARLNNITNIGPLDMKQIDYTVPTVIAEEMSYMYDFCTLLSIKVHNIVLMMQVTVTTAYFGHSEQISQERYQYVDCGRNTTYQLAQSEYLNVLQPQQ. Result: 0 (no interaction). (3) The miRNA is hsa-miR-6799-3p with sequence UGCCCUGCAUGGUGUCCCCACAG. The protein sequence of the target gene is MYSEIQRERADIGGLMARPEYREWNPELIKPKKLLNPVKASRSHQELHRELLMNHRRGLGVDSKPELQRVLEHRRRNQLIKKKKEELEAKRLQCPFEQELLRRQQRLNQLEKPPEKEEDHAPEFIKVRENLRRIATLTSEEREL. Result: 1 (interaction). (4) The miRNA is dme-miR-13b-3p with sequence UAUCACAGCCAUUUUGACGAGU. The protein sequence of the target gene is MAASERLYELWLLYYAQKDLGYLQQWLKAFVGAFKKSISLSSLEPRRPEEAGAEVPLLPLDELHVLAEQLHQADLEQALLLLKLFIILCRNLENIEAGRGQVLVPRVLALLTKLVAELKGCPPPQGRGTQLENVALHALLLCEGLFDPYQTWRRQRSGEVISSKEKSKYKFPPAALPQEFSAFFQESLQNADHLPPILLLRLIHLFCAVLAGGKENGQMAVSDGSVKGLLSVVRGWSRGPAPDPCLVPLALEALVGAVHVLHASRAPPRGPELRALLESYFHVLNADWPAGLSSGPEEAL.... Result: 0 (no interaction).